This data is from Catalyst prediction with 721,799 reactions and 888 catalyst types from USPTO. The task is: Predict which catalyst facilitates the given reaction. (1) Reactant: [NH:1]1[CH2:6][CH2:5][O:4][CH2:3][CH2:2]1.[CH:7]([Si:10]([CH:19]([CH3:21])[CH3:20])([CH:16]([CH3:18])[CH3:17])[N:11]1[CH:15]=[CH:14][CH:13]=[CH:12]1)([CH3:9])[CH3:8].[CH2:22]=O.[OH-].[Na+]. Product: [CH:19]([Si:10]([CH:7]([CH3:9])[CH3:8])([CH:16]([CH3:18])[CH3:17])[N:11]1[CH:15]=[CH:14][C:13]([CH2:22][N:1]2[CH2:6][CH2:5][O:4][CH2:3][CH2:2]2)=[CH:12]1)([CH3:21])[CH3:20]. The catalyst class is: 86. (2) Reactant: [CH:1]([C:3]1[CH:12]=[CH:11][C:6]2[C:7](=[O:10])[O:8][CH2:9][C:5]=2[C:4]=1[CH3:13])=[CH2:2].C1C=C(Cl)C=C(C(OO)=[O:22])C=1. Product: [CH3:13][C:4]1[C:5]2[CH2:9][O:8][C:7](=[O:10])[C:6]=2[CH:11]=[CH:12][C:3]=1[CH:1]1[CH2:2][O:22]1. The catalyst class is: 2. (3) Reactant: [OH:1][C:2]1[CH:3]=[C:4]([CH:7]=[CH:8][CH:9]=1)[CH:5]=[O:6].C(O[Cl:15])(C)(C)C. Product: [Cl:15][C:3]1[C:2]([OH:1])=[CH:9][CH:8]=[CH:7][C:4]=1[CH:5]=[O:6]. The catalyst class is: 52. (4) Reactant: [Br:1][C:2]1[CH:3]=[C:4]([C:8]2([C:20]3[CH:21]=[C:22]([CH:28]=[CH:29][CH:30]=3)[C:23]([N:25]([CH3:27])[CH3:26])=[O:24])[C:12]3=[N:13][CH2:14][C:15]([F:18])([F:17])[CH2:16][N:11]3[C:10](=S)[NH:9]2)[CH:5]=[CH:6][CH:7]=1.[OH-].[NH4+:32].C(OO)(C)(C)C. Product: [NH2:32][C:10]1[N:11]2[CH2:16][C:15]([F:18])([F:17])[CH2:14][N:13]=[C:12]2[C:8]([C:20]2[CH:21]=[C:22]([CH:28]=[CH:29][CH:30]=2)[C:23]([N:25]([CH3:27])[CH3:26])=[O:24])([C:4]2[CH:5]=[CH:6][CH:7]=[C:2]([Br:1])[CH:3]=2)[N:9]=1. The catalyst class is: 5. (5) Reactant: [Si:1]([O-:5])([O-:4])([O-:3])[O-:2].[Na+:6].[Na+].[Na+].[Na+].[S:10]([O-:14])([O-:13])(=[O:12])=[O:11].[Al+3].[S:10]([O-:14])([O-:13])(=[O:12])=[O:11].[S:10]([O-:14])([O-:13])(=[O:12])=[O:11].[Al+3]. Product: [S:10]([O-:14])([O-:13])(=[O:12])=[O:11].[Na+:6].[Na+:6].[Si:1]([O-:5])([O-:4])([O-:3])[O-:2].[Na+:6].[Na+:6].[Na+:6].[Na+:6]. The catalyst class is: 6. (6) Reactant: [NH2:1][CH:2]([CH:14]([CH3:17])[CH2:15][CH3:16])[C:3]([NH:5][CH2:6][CH2:7][N:8]1[CH2:13][CH2:12][O:11][CH2:10][CH2:9]1)=[O:4].C(O)C.[S:21](=[O:25])(=[O:24])([OH:23])[OH:22]. Product: [S:21]([O:23][S:21]([OH:24])(=[O:23])=[O:22])([OH:22])(=[O:25])=[O:24].[NH2:1][CH:2]([CH:14]([CH3:17])[CH2:15][CH3:16])[C:3]([NH:5][CH2:6][CH2:7][N:8]1[CH2:13][CH2:12][O:11][CH2:10][CH2:9]1)=[O:4]. The catalyst class is: 32. (7) Reactant: [Br:1][C:2]1[C:7]([CH3:8])=[CH:6][CH:5]=[CH:4][C:3]=1[CH2:9][OH:10].C1(P(C2C=CC=CC=2)C2C=CC=CC=2)C=CC=CC=1.[Cl:30][C:31]1[CH:36]=[CH:35][C:34]([C:37]([F:40])([F:39])[F:38])=[CH:33][C:32]=1O.N(C(OCC)=O)=NC(OCC)=O. Product: [Br:1][C:2]1[C:7]([CH3:8])=[CH:6][CH:5]=[CH:4][C:3]=1[CH2:9][O:10][C:32]1[CH:33]=[C:34]([C:37]([F:39])([F:40])[F:38])[CH:35]=[CH:36][C:31]=1[Cl:30]. The catalyst class is: 2. (8) Reactant: [N+:1]([C:4]1[CH:5]=[CH:6][C:7]([O:10][C@H:11]2[CH2:15][CH2:14][N:13](C(OC(C)(C)C)=O)[CH2:12]2)=[N:8][CH:9]=1)([O-:3])=[O:2].[C:23]([OH:29])([C:25]([F:28])([F:27])[F:26])=[O:24]. Product: [F:26][C:25]([F:28])([F:27])[C:23]([OH:29])=[O:24].[F:26][C:25]([F:28])([F:27])[C:23]([OH:29])=[O:24].[N+:1]([C:4]1[CH:5]=[CH:6][C:7]([O:10][C@H:11]2[CH2:15][CH2:14][NH:13][CH2:12]2)=[N:8][CH:9]=1)([O-:3])=[O:2]. The catalyst class is: 2. (9) Reactant: [CH3:1][C:2]1[CH:11]=[CH:10][C:9]2[CH2:8][CH2:7][CH2:6][C:5](=[O:12])[C:4]=2[N:3]=1.[NH:13]1[CH:17]=[C:16]([CH:18]=O)[N:15]=[CH:14]1.[OH-].[Na+]. Product: [NH:13]1[CH:17]=[C:16]([CH:18]=[C:6]2[C:5](=[O:12])[C:4]3[N:3]=[C:2]([CH3:1])[CH:11]=[CH:10][C:9]=3[CH2:8][CH2:7]2)[N:15]=[CH:14]1. The catalyst class is: 82. (10) Reactant: [NH2:1][CH2:2][CH2:3][C:4]1[N:8]=[CH:7][NH:6][CH:5]=1.[CH:9](=O)[C:10]1[CH:15]=[CH:14][CH:13]=[CH:12][CH:11]=1.CO.[BH4-].[Na+]. Product: [CH2:9]([NH:1][CH2:2][CH2:3][C:4]1[NH:8][CH:7]=[N:6][CH:5]=1)[C:10]1[CH:15]=[CH:14][CH:13]=[CH:12][CH:11]=1. The catalyst class is: 14.